From a dataset of Reaction yield outcomes from USPTO patents with 853,638 reactions. Predict the reaction yield, written as a fraction of the theoretical maximum amount of product (1.0 means a 100% yield; for example, 0.34 means a 34% yield). (1) The reactants are [CH3:1][N:2]1[CH:6]=[C:5]([C:7]2[C:15]3[C:10](=[N:11][CH:12]=[C:13]([OH:16])[CH:14]=3)[N:9]([CH2:17][O:18][CH2:19][CH2:20][Si:21]([CH3:24])([CH3:23])[CH3:22])[CH:8]=2)[CH:4]=[N:3]1.Br[CH2:26][CH2:27][CH2:28][CH3:29].C([O-])([O-])=O.[K+].[K+]. The catalyst is [N+](CCCC)(CCCC)(CCCC)CCCC.[I-].CC(C)=O. The product is [CH2:26]([O:16][C:13]1[CH:14]=[C:15]2[C:7]([C:5]3[CH:4]=[N:3][N:2]([CH3:1])[CH:6]=3)=[CH:8][N:9]([CH2:17][O:18][CH2:19][CH2:20][Si:21]([CH3:24])([CH3:23])[CH3:22])[C:10]2=[N:11][CH:12]=1)[CH2:27][CH2:28][CH3:29]. The yield is 0.700. (2) The reactants are [Br:1][C:2]1[C:7]([F:8])=[CH:6][C:5]([N:9]2[CH:14]=[C:13]([O:15][CH3:16])[C:12](=[O:17])[C:11]([C:18]([O:20]C)=[O:19])=[N:10]2)=[C:4]([F:22])[CH:3]=1.[OH-].[Na+].Cl. The catalyst is CCO. The product is [Br:1][C:2]1[C:7]([F:8])=[CH:6][C:5]([N:9]2[CH:14]=[C:13]([O:15][CH3:16])[C:12](=[O:17])[C:11]([C:18]([OH:20])=[O:19])=[N:10]2)=[C:4]([F:22])[CH:3]=1. The yield is 1.00. (3) The reactants are [CH:1](=[N:8]/[C:9]1[CH:17]=[CH:16][CH:15]=[C:14]2[C:10]=1[CH2:11][O:12][C:13]2=[O:18])\[C:2]1[CH:7]=[CH:6][CH:5]=[CH:4][CH:3]=1.[CH3:19][N:20]1[C:24]([CH:25]=O)=[N:23][CH:22]=[N:21]1.[CH3:27][CH2:28][O-:29].[Na+]. The catalyst is C(OCC)(=O)CC. The product is [CH3:19][N:20]1[C:24]([CH:25]2[C:28](=[O:29])[C:27]3[C:14]([C:13]([O:12][CH2:11][CH3:10])=[O:18])=[CH:15][CH:16]=[CH:17][C:9]=3[NH:8][CH:1]2[C:2]2[CH:3]=[CH:4][CH:5]=[CH:6][CH:7]=2)=[N:23][CH:22]=[N:21]1. The yield is 0.140. (4) The reactants are FC(F)(F)C(O)=O.[Cl:8][C:9]1[CH:14]=[C:13]2[NH:15][C:16](=[O:38])[C@:17]3([C@@H:21]([C:22]4[CH:27]=[CH:26][CH:25]=[C:24]([Cl:28])[C:23]=4[F:29])[C@H:20]([C:30](O)=[O:31])[NH:19][C@H:18]3[CH2:33][C:34]([CH3:37])([CH3:36])[CH3:35])[C:12]2=[CH:11][CH:10]=1.C(N(C(C)C)CC)(C)C.C1(P(Cl)(C2C=CC=CC=2)=O)C=CC=CC=1.[NH2:63][C:64]1[S:68][C:67]([C:69]#[N:70])=[CH:66][CH:65]=1. No catalyst specified. The product is [C:69]([C:67]1[S:68][C:64]([NH:63][C:30]([C@@H:20]2[NH:19][C@@H:18]([CH2:33][C:34]([CH3:36])([CH3:35])[CH3:37])[C@:17]3([C:12]4[C:13](=[CH:14][C:9]([Cl:8])=[CH:10][CH:11]=4)[NH:15][C:16]3=[O:38])[C@H:21]2[C:22]2[CH:27]=[CH:26][CH:25]=[C:24]([Cl:28])[C:23]=2[F:29])=[O:31])=[CH:65][CH:66]=1)#[N:70]. The yield is 0.260.